From a dataset of Forward reaction prediction with 1.9M reactions from USPTO patents (1976-2016). Predict the product of the given reaction. (1) Given the reactants [Cl:1][C:2]1[CH:3]=[C:4]([CH:6]=[C:7]([Cl:9])[CH:8]=1)[NH2:5].[CH2:10]([C:12](=O)[C:13]([O-:15])=[O:14])[CH3:11].[CH3:17][C:18]1[CH:25]=[C:24]([CH3:26])[CH:23]=[CH:22][C:19]=1C=C.FC(F)(F)C(O)=O.[OH-].[Na+], predict the reaction product. The product is: [Cl:1][C:2]1[CH:8]=[C:7]([Cl:9])[CH:6]=[C:4]2[C:3]=1[CH:11]([C:19]1[CH:22]=[CH:23][C:24]([CH3:26])=[CH:25][C:18]=1[CH3:17])[CH2:10][CH:12]([C:13]([OH:15])=[O:14])[NH:5]2. (2) The product is: [Cl:12][C:13]1[CH:37]=[CH:36][C:16]([CH2:17][N:18]2[C:23](=[O:6])[C:22]([NH:24][C:25]([CH:27]3[CH2:32][CH2:31][O:30][CH2:29][CH2:28]3)=[O:26])=[CH:21][N:20]=[C:19]2[NH:38][C:39]2[CH:40]=[CH:41][C:42]3[O:46][C:45]([CH2:47][CH3:48])=[C:44]([CH3:49])[C:43]=3[CH:50]=2)=[CH:15][CH:14]=1. Given the reactants ClC1C=C(C=CC=1)C(OO)=[O:6].[Cl:12][C:13]1[CH:37]=[CH:36][C:16]([CH2:17][N:18]2[CH:23]=[C:22]([NH:24][C:25]([CH:27]3[CH2:32][CH2:31][O:30][CH2:29][CH2:28]3)=[O:26])[C:21](=O)[NH:20][CH:19]2SC)=[CH:15][CH:14]=1.[NH2:38][C:39]1[CH:40]=[CH:41][C:42]2[O:46][C:45]([CH2:47][CH3:48])=[C:44]([CH3:49])[C:43]=2[CH:50]=1.C(=O)([O-])O.[Na+], predict the reaction product. (3) Given the reactants [NH2:1][C:2]1[N:7]=[CH:6][C:5]([C:8]2[N:9]=[C:10]([N:27]3[CH2:32][CH2:31][O:30][CH2:29][CH2:28]3)[C:11]3[S:16][C:15]([C:17]4[CH:18]=[C:19]([CH:23]=[CH:24][CH:25]=4)[C:20](O)=[O:21])=[C:14]([CH3:26])[C:12]=3[N:13]=2)=[CH:4][N:3]=1.[CH3:33][NH:34][CH2:35][CH:36]([OH:39])[CH2:37][OH:38], predict the reaction product. The product is: [NH2:1][C:2]1[N:3]=[CH:4][C:5]([C:8]2[N:9]=[C:10]([N:27]3[CH2:32][CH2:31][O:30][CH2:29][CH2:28]3)[C:11]3[S:16][C:15]([C:17]4[CH:18]=[C:19]([CH:23]=[CH:24][CH:25]=4)[C:20]([N:34]([CH2:35][CH:36]([OH:39])[CH2:37][OH:38])[CH3:33])=[O:21])=[C:14]([CH3:26])[C:12]=3[N:13]=2)=[CH:6][N:7]=1. (4) Given the reactants S(Cl)(Cl)=O.C1(CCC(O)=O)C=CC=CC=1.C1(CCC(Cl)=O)C=CC=CC=1.[C:27]1([CH2:33][CH2:34][C:35]([N:37]=[C:38]=[S:39])=[O:36])[CH:32]=[CH:31][CH:30]=[CH:29][CH:28]=1.[CH3:40][O:41][C:42]1[CH:43]=[C:44]2[C:49](=[CH:50][C:51]=1[O:52][CH3:53])[N:48]=[CH:47][CH:46]=[C:45]2[O:54][C:55]1[CH:61]=[CH:60][C:58]([NH2:59])=[C:57]([F:62])[CH:56]=1, predict the reaction product. The product is: [CH3:40][O:41][C:42]1[CH:43]=[C:44]2[C:49](=[CH:50][C:51]=1[O:52][CH3:53])[N:48]=[CH:47][CH:46]=[C:45]2[O:54][C:55]1[CH:61]=[CH:60][C:58]([NH:59][C:38]([NH:37][C:35](=[O:36])[CH2:34][CH2:33][C:27]2[CH:32]=[CH:31][CH:30]=[CH:29][CH:28]=2)=[S:39])=[C:57]([F:62])[CH:56]=1. (5) Given the reactants C[O:2][C:3]1[CH:4]=[C:5]2[C:10](=[CH:11][CH:12]=1)[CH:9]=[C:8]([CH:13]=[O:14])[CH:7]=[CH:6]2.Cl.N1C=CC=CC=1, predict the reaction product. The product is: [OH:2][C:3]1[CH:4]=[C:5]2[C:10](=[CH:11][CH:12]=1)[CH:9]=[C:8]([CH:13]=[O:14])[CH:7]=[CH:6]2. (6) Given the reactants Cl[C:2]1[CH:3]=[CH:4][C:5]2[N:11]3[CH2:12][C@H:8]([CH2:9][CH2:10]3)[N:7]([C:13]([NH:15][C:16]3[CH:21]=[CH:20][N:19]=[N:18][CH:17]=3)=[O:14])[C:6]=2[N:22]=1.[CH3:23][C:24]1[CH:29]=[C:28](B(O)O)[CH:27]=[CH:26][N:25]=1.[O-]P([O-])([O-])=O.[K+].[K+].[K+].CC(C1C=C(C(C)C)C(C2C=CC=CC=2P(C2CCCCC2)C2CCCCC2)=C(C(C)C)C=1)C, predict the reaction product. The product is: [CH3:23][C:24]1[CH:29]=[C:28]([C:2]2[CH:3]=[CH:4][C:5]3[N:11]4[CH2:12][C@H:8]([CH2:9][CH2:10]4)[N:7]([C:13]([NH:15][C:16]4[CH:21]=[CH:20][N:19]=[N:18][CH:17]=4)=[O:14])[C:6]=3[N:22]=2)[CH:27]=[CH:26][N:25]=1.